This data is from Forward reaction prediction with 1.9M reactions from USPTO patents (1976-2016). The task is: Predict the product of the given reaction. Given the reactants [Cl:1][C:2]1[CH:21]=[CH:20][C:5]([NH:6][C:7]2[C:16]3[C:11](=[CH:12][C:13]([OH:19])=[C:14]([O:17][CH3:18])[CH:15]=3)[N:10]=[CH:9][N:8]=2)=[C:4]([F:22])[CH:3]=1.Cl.Cl[CH2:25][CH2:26][S:27][C:28]1[N:29]([CH3:33])[CH:30]=[CH:31][N:32]=1.C(=O)([O-])[O-].[K+].[K+], predict the reaction product. The product is: [Cl:1][C:2]1[CH:21]=[CH:20][C:5]([NH:6][C:7]2[C:16]3[C:11](=[CH:12][C:13]([O:19][CH2:25][CH2:26][S:27][C:28]4[N:29]([CH3:33])[CH:30]=[CH:31][N:32]=4)=[C:14]([O:17][CH3:18])[CH:15]=3)[N:10]=[CH:9][N:8]=2)=[C:4]([F:22])[CH:3]=1.